This data is from Reaction yield outcomes from USPTO patents with 853,638 reactions. The task is: Predict the reaction yield, written as a fraction of the theoretical maximum amount of product (1.0 means a 100% yield; for example, 0.34 means a 34% yield). The reactants are Br[C:2]1[CH:3]=[C:4]([C:8]2[N:9]=[C:10]([CH:20]([CH3:22])[CH3:21])[NH:11][C:12]=2[C:13]2[CH:18]=[CH:17][CH:16]=[C:15]([CH3:19])[N:14]=2)[CH:5]=[CH:6][CH:7]=1.[N:23]1[CH:28]=[CH:27][C:26](B2OC(C)(C)C(C)(C)O2)=[CH:25][CH:24]=1. The product is [CH:20]([C:10]1[NH:11][C:12]([C:13]2[CH:18]=[CH:17][CH:16]=[C:15]([CH3:19])[N:14]=2)=[C:8]([C:4]2[CH:5]=[CH:6][CH:7]=[C:2]([C:26]3[CH:27]=[CH:28][N:23]=[CH:24][CH:25]=3)[CH:3]=2)[N:9]=1)([CH3:22])[CH3:21]. The yield is 0.780. No catalyst specified.